Dataset: Full USPTO retrosynthesis dataset with 1.9M reactions from patents (1976-2016). Task: Predict the reactants needed to synthesize the given product. (1) Given the product [OH:2][C:3]1[C:4](=[O:15])[CH:5]=[C:6]([CH3:14])[N:7]([CH2:9][C:10]([F:11])([F:12])[F:13])[C:8]=1[CH2:18][OH:16], predict the reactants needed to synthesize it. The reactants are: Cl.[OH:2][C:3]1[C:4](=[O:15])[CH:5]=[C:6]([CH3:14])[N:7]([CH2:9][C:10]([F:13])([F:12])[F:11])[CH:8]=1.[OH-:16].[Na+].[CH2:18]=O. (2) Given the product [N:1]1([C@@H:2]2[C@H:11]([CH2:12][C:13]3[CH:14]=[CH:15][CH:16]=[CH:17][CH:18]=3)[C:10]3[CH:9]=[C:8]([OH:19])[CH:7]=[CH:6][C:5]=3[CH2:4][CH2:3]2)[CH2:23][CH2:22][CH2:21]1, predict the reactants needed to synthesize it. The reactants are: [NH2:1][C@@H:2]1[C@H:11]([CH2:12][C:13]2[CH:18]=[CH:17][CH:16]=[CH:15][CH:14]=2)[C:10]2[CH:9]=[C:8]([OH:19])[CH:7]=[CH:6][C:5]=2[CH2:4][CH2:3]1.Br[CH2:21][CH2:22][CH2:23]Br.C(NC(C)C)(C)C. (3) Given the product [CH3:1][O:2][C:3]([C:5]1[CH:10]=[N:9][C:8]([Cl:14])=[CH:7][N:6]=1)=[O:4], predict the reactants needed to synthesize it. The reactants are: [CH3:1][O:2][C:3]([C:5]1[CH:10]=[N:9][C:8](O)=[CH:7][N:6]=1)=[O:4].O=P(Cl)(Cl)[Cl:14]. (4) The reactants are: [F:1][C:2]([F:13])([F:12])[C:3]1[CH:4]=[C:5]([NH:10]N)[CH:6]=[C:7]([F:9])[CH:8]=1.[CH3:14][CH:15]([C:24](=O)[CH3:25])[CH2:16][CH2:17][CH2:18][CH2:19][S:20]([OH:23])(=[O:22])=[O:21]. Given the product [F:1][C:2]([F:13])([F:12])[C:3]1[CH:8]=[C:7]([F:9])[CH:6]=[C:5]2[C:4]=1[C:15]([CH3:14])([CH2:16][CH2:17][CH2:18][CH2:19][S:20]([OH:23])(=[O:21])=[O:22])[C:24]([CH3:25])=[N:10]2, predict the reactants needed to synthesize it. (5) Given the product [CH2:42]([O:41]/[N:40]=[C:34](\[CH3:35])/[CH:33]([N:6]1[C:7](=[O:32])[C:8]([CH2:13][C:14]2[CH:15]=[CH:16][C:17]([C:20]3[CH:25]=[CH:24][CH:23]=[CH:22][C:21]=3[C:26]3[NH:30][C:29](=[O:31])[O:28][N:27]=3)=[CH:18][CH:19]=2)=[C:9]([CH2:10][CH2:11][CH3:12])[N:4]2[N:3]=[C:2]([CH3:1])[N:38]=[C:5]12)[CH3:37])[CH3:43], predict the reactants needed to synthesize it. The reactants are: [CH3:1][C:2]1[N:38]=[C:5]2[N:6]([CH:33]([CH3:37])[C:34](=O)[CH3:35])[C:7](=[O:32])[C:8]([CH2:13][C:14]3[CH:19]=[CH:18][C:17]([C:20]4[CH:25]=[CH:24][CH:23]=[CH:22][C:21]=4[C:26]4[NH:30][C:29](=[O:31])[O:28][N:27]=4)=[CH:16][CH:15]=3)=[C:9]([CH2:10][CH2:11][CH3:12])[N:4]2[N:3]=1.Cl.[NH2:40][O:41][CH2:42][CH3:43].N1C=CC=CC=1.Cl. (6) Given the product [NH2:18][C:19]1[C:20]([C:21]#[N:22])=[C:23]([CH:24]=[CH:25][CH:26]=1)[O:1][CH2:2][CH:3]1[CH2:8][CH2:7][CH:6]([NH:9][C:10](=[O:17])[C:11]2[CH:16]=[CH:15][N:14]=[CH:13][CH:12]=2)[CH2:5][CH2:4]1, predict the reactants needed to synthesize it. The reactants are: [OH:1][CH2:2][CH:3]1[CH2:8][CH2:7][CH:6]([NH:9][C:10](=[O:17])[C:11]2[CH:16]=[CH:15][N:14]=[CH:13][CH:12]=2)[CH2:5][CH2:4]1.[NH2:18][C:19]1[CH:26]=[CH:25][CH:24]=[C:23](F)[C:20]=1[C:21]#[N:22]. (7) Given the product [CH2:1]([C:3]1[C:4]([NH:11][CH:12]2[C:20]3[C:15](=[CH:16][CH:17]=[CH:18][CH:19]=3)[CH2:14][CH:13]2[CH2:22][CH3:23])=[N:5][C:6]([CH2:9][CH3:10])=[CH:7][N:8]=1)[CH3:2], predict the reactants needed to synthesize it. The reactants are: [CH2:1]([C:3]1[C:4]([NH:11][C@@H:12]2[C:20]3[C:15](=[CH:16][CH:17]=[CH:18][CH:19]=3)[CH2:14][C@@H:13]2O)=[N:5][C:6]([CH2:9][CH3:10])=[CH:7][N:8]=1)[CH3:2].[CH2:22](C1CC2C(=CC=CC=2)C1N)[CH3:23]. (8) Given the product [NH2:45][C:2]1[C:10]2[C:9](=[O:11])[NH:8][CH:7]=[N:6][C:5]=2[N:4]([C@H:12]2[O:18][C@@H:17]([CH2:19][OH:20])[C@H:15]([OH:16])[C@@H:13]2[OH:14])[N:3]=1, predict the reactants needed to synthesize it. The reactants are: Br[C:2]1[C:10]2[C:9](=[O:11])[NH:8][CH:7]=[N:6][C:5]=2[N:4]([C@H:12]2[O:18][C@@H:17]([CH2:19][O:20]C(=O)C3C=CC=CC=3)[C@:15](C(=O)C3C=CC=CC=3)([OH:16])[C@:13]2(C(=O)C2C=CC=CC=2)[OH:14])[N:3]=1.[NH3:45]. (9) The reactants are: [OH:1][CH:2]1[CH2:7][CH2:6][N:5]([C:8]2[N:9]=[CH:10][C:11]([C:14]3[CH:15]=[N:16][CH:17]=[C:18]([CH:24]=3)[C:19]([O:21][CH2:22][CH3:23])=[O:20])=[N:12][CH:13]=2)[CH2:4][CH2:3]1.[Br:25][C:26]1[CH:31]=[CH:30][C:29]([F:32])=[CH:28][C:27]=1O. Given the product [Br:25][C:26]1[CH:31]=[CH:30][C:29]([F:32])=[CH:28][C:27]=1[O:1][CH:2]1[CH2:7][CH2:6][N:5]([C:8]2[N:9]=[CH:10][C:11]([C:14]3[CH:15]=[N:16][CH:17]=[C:18]([CH:24]=3)[C:19]([O:21][CH2:22][CH3:23])=[O:20])=[N:12][CH:13]=2)[CH2:4][CH2:3]1, predict the reactants needed to synthesize it.